From a dataset of Peptide-MHC class I binding affinity with 185,985 pairs from IEDB/IMGT. Regression. Given a peptide amino acid sequence and an MHC pseudo amino acid sequence, predict their binding affinity value. This is MHC class I binding data. (1) The peptide sequence is SADPLASLL. The MHC is HLA-A30:01 with pseudo-sequence HLA-A30:01. The binding affinity (normalized) is 0.0847. (2) The peptide sequence is KLDFIRNTK. The MHC is HLA-B40:01 with pseudo-sequence HLA-B40:01. The binding affinity (normalized) is 0.0847.